Dataset: Peptide-MHC class II binding affinity with 134,281 pairs from IEDB. Task: Regression. Given a peptide amino acid sequence and an MHC pseudo amino acid sequence, predict their binding affinity value. This is MHC class II binding data. (1) The peptide sequence is DVKFPGGGQIVGKVY. The MHC is HLA-DQA10501-DQB10301 with pseudo-sequence HLA-DQA10501-DQB10301. The binding affinity (normalized) is 0.550. (2) The peptide sequence is GEVQIVDKIDAAFKI. The MHC is DRB1_1302 with pseudo-sequence DRB1_1302. The binding affinity (normalized) is 0.611. (3) The peptide sequence is NVVKSGIFLSVAAGN. The MHC is HLA-DQA10201-DQB10202 with pseudo-sequence HLA-DQA10201-DQB10202. The binding affinity (normalized) is 0.239. (4) The peptide sequence is SQDLWLSWNLNGLQAY. The MHC is HLA-DQA10301-DQB10302 with pseudo-sequence HLA-DQA10301-DQB10302. The binding affinity (normalized) is 0.356. (5) The peptide sequence is RNGGEIGAVALDYPS. The MHC is HLA-DQA10201-DQB10402 with pseudo-sequence HLA-DQA10201-DQB10402. The binding affinity (normalized) is 0. (6) The peptide sequence is YTIDCDGSILGAAVND. The MHC is DRB1_1101 with pseudo-sequence DRB1_1101. The binding affinity (normalized) is 0.